Dataset: Reaction yield outcomes from USPTO patents with 853,638 reactions. Task: Predict the reaction yield, written as a fraction of the theoretical maximum amount of product (1.0 means a 100% yield; for example, 0.34 means a 34% yield). (1) The reactants are Cl.C(OC(=O)[NH:8][CH:9]1[CH2:12][N:11]([C:13]([C:15]2[N:16]=[C:17]3[C:22]([C:23]([F:26])([F:25])[F:24])=[CH:21][C:20]([C:27]4[CH:31]=[CH:30][O:29][CH:28]=4)=[CH:19][N:18]3[C:32]=2[Cl:33])=[O:14])[CH2:10]1)(C)(C)C. The catalyst is O1CCOCC1. The product is [ClH:33].[NH2:8][CH:9]1[CH2:10][N:11]([C:13]([C:15]2[N:16]=[C:17]3[C:22]([C:23]([F:26])([F:25])[F:24])=[CH:21][C:20]([C:27]4[CH:31]=[CH:30][O:29][CH:28]=4)=[CH:19][N:18]3[C:32]=2[Cl:33])=[O:14])[CH2:12]1. The yield is 0.680. (2) The product is [CH:13]12[CH2:14][CH:15]([CH:16]([NH:18][C:19](=[O:28])[O:20][CH2:21][C:22]3[CH:23]=[CH:24][CH:25]=[CH:26][CH:27]=3)[CH2:17]1)[CH2:29][O:30]2. The reactants are S(Cl)(C1C=CC(C)=CC=1)(=O)=O.O[CH:13]1[CH2:17][CH:16]([NH:18][C:19](=[O:28])[O:20][CH2:21][C:22]2[CH:27]=[CH:26][CH:25]=[CH:24][CH:23]=2)[CH:15]([CH2:29][OH:30])[CH2:14]1.N1C=CC=CC=1. The catalyst is C1(C)C=CC=CC=1. The yield is 0.620. (3) The reactants are Cl.[CH3:2][O:3][C:4](=[O:11])[C@H:5]([CH2:7][CH:8]([CH3:10])[CH3:9])[NH2:6].[O-]S([O-])(=O)=O.[Mg+2].[CH:18](=O)[CH2:19][CH2:20][CH3:21].CCN(CC)CC.[BH4-].[Na+]. The catalyst is CO.C1COCC1. The product is [CH2:18]([NH:6][C@@H:5]([CH2:7][CH:8]([CH3:10])[CH3:9])[C:4]([O:3][CH3:2])=[O:11])[CH2:19][CH2:20][CH3:21]. The yield is 0.270. (4) The reactants are [CH3:1][O:2][C:3]1[CH:8]=[CH:7][C:6]([C:9]2[C:14]3[CH:15]=[CH:16][O:17][C:13]=3[C:12]([CH3:18])=[CH:11][CH:10]=2)=[CH:5][CH:4]=1.C(Cl)(Cl)(Cl)Cl.C1C(=O)N(Br)C(=[O:27])C1.OP([O-])([O-])=O.[K+].[K+]. The catalyst is CC(N=NC(C#N)(C)C)(C#N)C.CC#N. The product is [CH3:1][O:2][C:3]1[CH:4]=[CH:5][C:6]([C:9]2[C:14]3[CH:15]=[CH:16][O:17][C:13]=3[C:12]([CH:18]=[O:27])=[CH:11][CH:10]=2)=[CH:7][CH:8]=1. The yield is 0.780. (5) The reactants are [I:1][C:2]1[C:3]([NH2:17])=[N:4][C:5](=[O:16])[N:6]([CH:15]=1)[C@@H:7]1[O:14][C@H:11]([CH2:12][OH:13])[C@@H:9]([OH:10])[CH2:8]1.N1C=CN=C1.[Si:23](Cl)([C:26]([CH3:29])([CH3:28])[CH3:27])([CH3:25])[CH3:24]. The catalyst is CN(C=O)C. The product is [Si:23]([O:13][CH2:12][C@H:11]1[O:14][C@@H:7]([N:6]2[CH:15]=[C:2]([I:1])[C:3]([NH2:17])=[N:4][C:5]2=[O:16])[CH2:8][C@@H:9]1[OH:10])([C:26]([CH3:29])([CH3:28])[CH3:27])([CH3:25])[CH3:24]. The yield is 0.720. (6) The reactants are [CH3:1][C:2]1[O:6][N:5]=[C:4]([C:7]2[CH:12]=[CH:11][CH:10]=[CH:9][CH:8]=2)[C:3]=1[CH2:13][O:14][C:15]1[CH:23]=[CH:22][C:18]([C:19]([OH:21])=O)=[CH:17][N:16]=1.[NH2:24][CH2:25][C:26]([CH3:30])([CH3:29])[CH2:27][OH:28]. No catalyst specified. The product is [OH:28][CH2:27][C:26]([CH3:30])([CH3:29])[CH2:25][NH:24][C:19](=[O:21])[C:18]1[CH:22]=[CH:23][C:15]([O:14][CH2:13][C:3]2[C:4]([C:7]3[CH:8]=[CH:9][CH:10]=[CH:11][CH:12]=3)=[N:5][O:6][C:2]=2[CH3:1])=[N:16][CH:17]=1. The yield is 0.590. (7) The reactants are C([N:3]([CH2:15][CH3:16])[C:4](=[O:14])[C:5]1[CH:10]=[CH:9][C:8]([O:11][CH3:12])=[CH:7][C:6]=1C)C.C([Li])(C)(C)C.CCCCC.[N:27]1(C#N)[CH2:32][CH2:31][O:30][CH2:29][CH2:28]1. The catalyst is C1COCC1. The product is [CH3:12][O:11][C:8]1[CH:9]=[C:10]2[C:5](=[CH:6][CH:7]=1)[C:4]([OH:14])=[N:3][C:15]([N:27]1[CH2:32][CH2:31][O:30][CH2:29][CH2:28]1)=[CH:16]2. The yield is 0.600.